From a dataset of Catalyst prediction with 721,799 reactions and 888 catalyst types from USPTO. Predict which catalyst facilitates the given reaction. (1) Reactant: [Cl:1][C:2]1[N:3]=[C:4](Cl)[C:5]2[S:10][CH:9]=[CH:8][C:6]=2[N:7]=1.C([O-])([O-])=O.[K+].[K+].[CH2:18]([O:20][C:21]([Sn](CCCC)(CCCC)CCCC)=[CH2:22])[CH3:19]. Product: [Cl:1][C:2]1[N:3]=[C:4]([C:18]([O:20][CH2:21][CH3:22])=[CH2:19])[C:5]2[S:10][CH:9]=[CH:8][C:6]=2[N:7]=1. The catalyst class is: 551. (2) Reactant: [CH3:1][N:2]1[C:7]2=[CH:8][S:9][C:10](C)=[C:6]2[C:5](=[O:12])[N:4]([CH3:13])[C:3]1=[O:14].[Br:15][C:16]1[CH:21]=[CH:20][C:19]([C:22]2[CH:27]=[CH:26][N:25]=[C:24]([NH2:28])[N:23]=2)=[CH:18][CH:17]=1.CCN=C=NC[CH2:35][CH2:36]N(C)C.Cl.C1C=CC2N([OH:50])N=NC=2C=1. Product: [Br:15][C:16]1[CH:17]=[CH:18][C:19]([C:22]2[CH:27]=[CH:26][N:25]=[C:24]([NH:28][C:35](=[O:50])[CH2:36][C:7]3[C:6]4[C:5](=[O:12])[N:4]([CH3:13])[C:3](=[O:14])[N:2]([CH3:1])[C:10]=4[S:9][CH:8]=3)[N:23]=2)=[CH:20][CH:21]=1. The catalyst class is: 864. (3) The catalyst class is: 18. Reactant: [CH3:1][O:2][C:3]1[CH:31]=[CH:30][C:6]([CH2:7][N:8]([C:25]2[S:26][CH:27]=[CH:28][N:29]=2)[S:9]([C:12]2[CH:13]=[CH:14][C:15]3[NH:20][CH2:19][CH:18]([CH2:21][O:22][CH3:23])[O:17][C:16]=3[CH:24]=2)(=[O:11])=[O:10])=[CH:5][CH:4]=1.[Cl:32][C:33]1[CH:34]=[CH:35][C:36](F)=[C:37]([CH:40]=1)[C:38]#[N:39].C([O-])([O-])=O.[Cs+].[Cs+]. Product: [Cl:32][C:33]1[CH:34]=[CH:35][C:36]([N:20]2[CH2:19][CH:18]([CH2:21][O:22][CH3:23])[O:17][C:16]3[CH:24]=[C:12]([S:9]([N:8]([CH2:7][C:6]4[CH:5]=[CH:4][C:3]([O:2][CH3:1])=[CH:31][CH:30]=4)[C:25]4[S:26][CH:27]=[CH:28][N:29]=4)(=[O:11])=[O:10])[CH:13]=[CH:14][C:15]2=3)=[C:37]([C:38]#[N:39])[CH:40]=1. (4) Reactant: Br[C:2]1[CH:3]=[C:4]2[C:9](=[CH:10][CH:11]=1)[C:8](=[O:12])[NH:7][N:6]=[C:5]2[Cl:13].[NH2:14][CH2:15][C:16]1[CH:17]=[C:18]([OH:22])[CH:19]=[CH:20][CH:21]=1.C1C=CC(P(C2C(C3C(P(C4C=CC=CC=4)C4C=CC=CC=4)=CC=C4C=3C=CC=C4)=C3C(C=CC=C3)=CC=2)C2C=CC=CC=2)=CC=1.CC([O-])(C)C.[Na+]. Product: [Cl:13][C:5]1[C:4]2[C:9](=[CH:10][CH:11]=[C:2]([NH:14][CH2:15][C:16]3[CH:21]=[CH:20][CH:19]=[C:18]([OH:22])[CH:17]=3)[CH:3]=2)[C:8](=[O:12])[NH:7][N:6]=1. The catalyst class is: 686. (5) Reactant: COCCN(S(F)(F)F)CCOC.[Cl:14][C:15]1[CH:16]=[C:17]([CH:28]=[CH:29][CH:30]=1)[C:18]([NH:20][CH:21]([CH2:26][OH:27])[C:22]([O:24][CH3:25])=[O:23])=O.BrC(Cl)(Cl)Cl.C1CCN2C(=NCCC2)CC1. Product: [Cl:14][C:15]1[CH:16]=[C:17]([C:18]2[O:27][CH:26]=[C:21]([C:22]([O:24][CH3:25])=[O:23])[N:20]=2)[CH:28]=[CH:29][CH:30]=1. The catalyst class is: 2. (6) Reactant: [CH2:1]([C:3]1[CH:4]=[CH:5][CH:6]=[C:7]2[C:11]=1[NH:10][C:9]([CH2:12][OH:13])=[C:8]2[CH3:14])[CH3:2]. Product: [CH2:1]([C:3]1[CH:4]=[CH:5][CH:6]=[C:7]2[C:11]=1[NH:10][C:9]([CH:12]=[O:13])=[C:8]2[CH3:14])[CH3:2]. The catalyst class is: 742. (7) Reactant: [Cl:1][C:2]1[CH:3]=[C:4]([NH2:26])[C:5]([NH:9][CH:10]2[CH2:15][CH2:14][N:13]([C@H:16]3[CH2:21][CH2:20][C@@H:19]([O:22][CH2:23][CH2:24][CH3:25])[CH2:18][CH2:17]3)[CH2:12][CH2:11]2)=[CH:6][C:7]=1[CH3:8].C(N(C(C)C)CC)(C)C.Cl[C:37](Cl)([O:39]C(=O)OC(Cl)(Cl)Cl)Cl.C([O-])(O)=O.[Na+]. Product: [ClH:1].[Cl:1][C:2]1[C:7]([CH3:8])=[CH:6][C:5]2[N:9]([CH:10]3[CH2:15][CH2:14][N:13]([C@H:16]4[CH2:21][CH2:20][C@@H:19]([O:22][CH2:23][CH2:24][CH3:25])[CH2:18][CH2:17]4)[CH2:12][CH2:11]3)[C:37](=[O:39])[NH:26][C:4]=2[CH:3]=1. The catalyst class is: 46.